From a dataset of Forward reaction prediction with 1.9M reactions from USPTO patents (1976-2016). Predict the product of the given reaction. (1) Given the reactants [N:1]1[CH:6]=[CH:5][CH:4]=[CH:3][C:2]=1[CH:7]=[CH:8][C:9]1[C:17]2[C:12](=[CH:13][C:14]([NH:18][C:19]3[CH:27]=[CH:26][CH:25]=[CH:24][C:20]=3[C:21](O)=[O:22])=[CH:15][CH:16]=2)[NH:11][N:10]=1.C([N:30]([CH2:33][CH3:34])CC)C.CN(C(ON1N=N[C:45]2[CH:46]=[CH:47][CH:48]=N[C:44]1=2)=[N+](C)C)C.F[P-](F)(F)(F)(F)F.CN([CH:62]=[O:63])C, predict the reaction product. The product is: [CH3:62][O:63][C:48]1[CH:47]=[CH:46][CH:45]=[CH:44][C:34]=1[CH2:33][NH:30][C:21](=[O:22])[C:20]1[CH:24]=[CH:25][CH:26]=[CH:27][C:19]=1[NH:18][C:14]1[CH:13]=[C:12]2[C:17]([C:9](/[CH:8]=[CH:7]/[C:2]3[CH:3]=[CH:4][CH:5]=[CH:6][N:1]=3)=[N:10][NH:11]2)=[CH:16][CH:15]=1. (2) The product is: [CH2:1]([C:5]1[C:9]2[CH:10]=[CH:11][C:12]([C:14]([F:16])([F:15])[F:17])=[CH:13][C:8]=2[S:7][C:6]=1[CH:18]=[CH:21][C:20]([C:23]1[CH:28]=[CH:27][C:26]([CH:29]=[CH:30][C:31]([O:33][CH3:34])=[O:32])=[C:25]([CH3:35])[CH:24]=1)=[O:22])[CH2:2][CH2:3][CH3:4]. Given the reactants [CH2:1]([C:5]1[C:9]2[CH:10]=[CH:11][C:12]([C:14]([F:17])([F:16])[F:15])=[CH:13][C:8]=2[S:7][C:6]=1[CH:18]=O)[CH2:2][CH2:3][CH3:4].[C:20]([C:23]1[CH:28]=[CH:27][C:26]([CH:29]=[CH:30][C:31]([O:33][CH3:34])=[O:32])=[C:25]([CH3:35])[CH:24]=1)(=[O:22])[CH3:21], predict the reaction product. (3) Given the reactants [F:1][C:2]1[CH:7]=[CH:6][C:5]([N:8]2[C:11](=[O:12])[C@H:10]([S:13][CH2:14][C:15]([C:17]3[CH:22]=[CH:21][C:20]([F:23])=[CH:19][CH:18]=3)=[O:16])[C@H:9]2[C:24]2[CH:34]=[CH:33][C:27]([O:28][CH2:29]C(O)=O)=[CH:26][CH:25]=2)=[CH:4][CH:3]=1.Cl.C[O:37][C:38](=[O:45])[CH2:39][NH:40][C:41](=[O:44])[CH2:42][NH2:43].CN1CC[O:50][CH2:49]C1.CN(C(ON1N=NC2C=CC=CC1=2)=[N+](C)C)C.[B-](F)(F)(F)F.C1CN2C(=NCCC2)C1.C([O-])(=O)C.[NH4+], predict the reaction product. The product is: [F:1][C:2]1[CH:3]=[CH:4][C:5]([N:8]2[C:11](=[O:12])[C@H:10]([S:13][CH2:14][C:15]([C:17]3[CH:22]=[CH:21][C:20]([F:23])=[CH:19][CH:18]=3)=[O:16])[C@H:9]2[C:24]2[CH:25]=[CH:26][C:27]([O:28][CH2:29][C:49]([NH:43][CH2:42][C:41]([NH:40][CH2:39][C:38]([OH:37])=[O:45])=[O:44])=[O:50])=[CH:33][CH:34]=2)=[CH:6][CH:7]=1. (4) Given the reactants Br[C:2]1[CH:3]=[N:4][C:5]([C:8]2[CH:9]=[C:10]([CH2:14][OH:15])[CH:11]=[CH:12][CH:13]=2)=[N:6][CH:7]=1.CC1(C)C(C)(C)OB([C:24]2[CH:25]=[N:26][N:27]([CH2:29][CH2:30][N:31]3[CH2:36][CH2:35][O:34][CH2:33][CH2:32]3)[CH:28]=2)O1.O.O.O.P([O-])([O-])([O-])=O.[K+].[K+].[K+], predict the reaction product. The product is: [N:31]1([CH2:30][CH2:29][N:27]2[CH:28]=[C:24]([C:2]3[CH:3]=[N:4][C:5]([C:8]4[CH:9]=[C:10]([CH2:14][OH:15])[CH:11]=[CH:12][CH:13]=4)=[N:6][CH:7]=3)[CH:25]=[N:26]2)[CH2:32][CH2:33][O:34][CH2:35][CH2:36]1.